Dataset: Reaction yield outcomes from USPTO patents with 853,638 reactions. Task: Predict the reaction yield, written as a fraction of the theoretical maximum amount of product (1.0 means a 100% yield; for example, 0.34 means a 34% yield). (1) The reactants are [F:1][C:2]([F:18])([F:17])/[C:3](/[CH2:10][C:11]1[CH:16]=[CH:15][CH:14]=[CH:13][CH:12]=1)=[CH:4]/[C:5]([O:7][CH2:8][CH3:9])=[O:6]. The catalyst is [Pd]. The product is [F:1][C:2]([F:17])([F:18])[CH:3]([CH2:10][C:11]1[CH:12]=[CH:13][CH:14]=[CH:15][CH:16]=1)[CH2:4][C:5]([O:7][CH2:8][CH3:9])=[O:6]. The yield is 0.900. (2) The reactants are [C:1]([O:6][CH2:7][CH2:8]CO)(=[O:5])[C:2]([O-:4])=[O:3].[CH2:11](N(CC)CC)C.ClC(=O)C[P:21](=[O:28])([O:25][CH2:26][CH3:27])[O:22][CH2:23][CH3:24].[C:30]([O:33]CC)(=[O:32])[CH3:31]. No catalyst specified. The product is [C:1]([O:6][CH2:7][CH2:8][O:33][C:30]([CH2:31][P:21]([O:25][CH2:26][CH3:27])([O:22][CH2:23][CH3:24])=[O:28])=[O:32])(=[O:5])[C:2]([O:4][CH3:11])=[O:3]. The yield is 0.420. (3) The reactants are [OH-].[Na+].[O:3]=[C:4]([NH:10][C:11]1[CH:16]=[CH:15][CH:14]=[C:13]([C:17]([F:20])([F:19])[F:18])[CH:12]=1)[C:5]([O:7]CC)=[O:6]. The catalyst is C(O)C. The product is [O:3]=[C:4]([NH:10][C:11]1[CH:16]=[CH:15][CH:14]=[C:13]([C:17]([F:18])([F:19])[F:20])[CH:12]=1)[C:5]([OH:7])=[O:6]. The yield is 0.870. (4) The reactants are [NH2:1][C:2]1[C:11]([F:12])=[C:10](F)[C:9]([O:14][CH3:15])=[C:8]2[C:3]=1[C:4](=[O:22])[C:5]([C:19]([OH:21])=[O:20])=[CH:6][N:7]2[CH:16]1[CH2:18][CH2:17]1.[CH3:23][N:24]([C:29]1[CH:34]=[CH:33][CH:32]=[CH:31][N:30]=1)[CH2:25][CH2:26][NH:27][CH3:28].C(N(CC)CC)C. The catalyst is CS(C)=O. The product is [NH2:1][C:2]1[C:11]([F:12])=[C:10]([N:27]([CH3:28])[CH2:26][CH2:25][N:24]([CH3:23])[C:29]2[CH:34]=[CH:33][CH:32]=[CH:31][N:30]=2)[C:9]([O:14][CH3:15])=[C:8]2[C:3]=1[C:4](=[O:22])[C:5]([C:19]([OH:21])=[O:20])=[CH:6][N:7]2[CH:16]1[CH2:18][CH2:17]1. The yield is 0.730. (5) The reactants are [C:1]([CH:3]=[C:4]1[CH2:9][CH2:8][N:7]([C:10]2[CH:15]=[CH:14][C:13]([N:16]3[CH2:20][C@H:19]([CH2:21][NH2:22])[O:18][C:17]3=[O:23])=[CH:12][C:11]=2[F:24])[CH2:6][CH2:5]1)#[N:2].C(Cl)(=O)C(Cl)=O.[F:31][CH:32]([F:36])[C:33](O)=[O:34].C(N(CC)CC)C. The catalyst is ClCCl. The product is [C:1]([CH:3]=[C:4]1[CH2:9][CH2:8][N:7]([C:10]2[CH:15]=[CH:14][C:13]([N:16]3[CH2:20][C@H:19]([CH2:21][NH:22][C:33](=[O:34])[CH:32]([F:36])[F:31])[O:18][C:17]3=[O:23])=[CH:12][C:11]=2[F:24])[CH2:6][CH2:5]1)#[N:2]. The yield is 0.480.